This data is from Forward reaction prediction with 1.9M reactions from USPTO patents (1976-2016). The task is: Predict the product of the given reaction. (1) The product is: [CH2:1]([O:8][C:9]1[CH:35]=[CH:34][C:33]([B:40]2[O:41][C:42]([CH3:44])([CH3:43])[C:38]([CH3:54])([CH3:37])[O:39]2)=[CH:32][C:10]=1[CH2:11][C@@H:12]([C:22]([O:24][CH2:25][C:26]1[CH:31]=[CH:30][CH:29]=[CH:28][CH:27]=1)=[O:23])[N:13]([C:15]([O:17][C:18]([CH3:21])([CH3:20])[CH3:19])=[O:16])[CH3:14])[C:2]1[CH:7]=[CH:6][CH:5]=[CH:4][CH:3]=1. Given the reactants [CH2:1]([O:8][C:9]1[CH:35]=[CH:34][C:33](I)=[CH:32][C:10]=1[CH2:11][C@@H:12]([C:22]([O:24][CH2:25][C:26]1[CH:31]=[CH:30][CH:29]=[CH:28][CH:27]=1)=[O:23])[N:13]([C:15]([O:17][C:18]([CH3:21])([CH3:20])[CH3:19])=[O:16])[CH3:14])[C:2]1[CH:7]=[CH:6][CH:5]=[CH:4][CH:3]=1.[CH3:37][C:38]1([CH3:54])[C:42]([CH3:44])([CH3:43])[O:41][B:40]([B:40]2[O:41][C:42]([CH3:44])([CH3:43])[C:38]([CH3:54])([CH3:37])[O:39]2)[O:39]1.C([O-])(=O)C.[K+].C1CCCCC1.C(OCC)(=O)C, predict the reaction product. (2) Given the reactants N[C@@H:2]1[C:8](=[O:9])[N:7]([CH2:10][C:11]([F:14])([F:13])[F:12])[C:6]2[CH:15]=[CH:16][CH:17]=[CH:18][C:5]=2[C:4]2[CH:19]=[CH:20][CH:21]=[CH:22][C:3]1=2.[OH:23][C:24]([CH3:39])([C:28]([NH:30][CH2:31][C:32]([F:38])([F:37])[C:33]([F:36])([F:35])[F:34])=[O:29])[C:25]([OH:27])=O.O.O[N:42]1C2C=CC=CC=2N=N1.C(N(C(C)C)CC)(C)C.Cl.CN(C)CCCN=C=NCC, predict the reaction product. The product is: [OH:23][C:24]([CH3:39])([C:25]([NH2:42])=[O:27])[C:28]([N:30]([C@@H:2]1[C:8](=[O:9])[N:7]([CH2:10][C:11]([F:14])([F:12])[F:13])[C:6]2[CH:15]=[CH:16][CH:17]=[CH:18][C:5]=2[C:4]2[CH:19]=[CH:20][CH:21]=[CH:22][C:3]1=2)[CH2:31][C:32]([F:38])([F:37])[C:33]([F:36])([F:35])[F:34])=[O:29]. (3) Given the reactants CS([C:5]1[CH:6]=[CH:7][C:8](Cl)=[C:9]([CH:13]=1)[C:10]([OH:12])=[O:11])(=O)=O.C(=O)(O)[O-].[Na+].C1(P(C2C=CC=CC=2)C2C=CC=CC=2)C=CC=CC=1.CN(C)C=O.O, predict the reaction product. The product is: [C:10]([OH:12])(=[O:11])[C:9]1[CH:13]=[CH:5][CH:6]=[CH:7][CH:8]=1.